Regression. Given a peptide amino acid sequence and an MHC pseudo amino acid sequence, predict their binding affinity value. This is MHC class I binding data. From a dataset of Peptide-MHC class I binding affinity with 185,985 pairs from IEDB/IMGT. The peptide sequence is AMYVAIQAV. The MHC is HLA-A68:02 with pseudo-sequence HLA-A68:02. The binding affinity (normalized) is 0.515.